Dataset: Catalyst prediction with 721,799 reactions and 888 catalyst types from USPTO. Task: Predict which catalyst facilitates the given reaction. (1) Reactant: [H-].[Al+3].[Li+].[H-].[H-].[H-].C([O:9][C:10](=O)[CH2:11][C:12]1[N:13]=[C:14]([C:18]2[CH:23]=[CH:22][C:21]([S:24]([F:29])([F:28])([F:27])([F:26])[F:25])=[CH:20][CH:19]=2)[S:15][C:16]=1[CH3:17])C.C(OCC)(=O)C.[NH4+].[Cl-]. Product: [CH3:17][C:16]1[S:15][C:14]([C:18]2[CH:23]=[CH:22][C:21]([S:24]([F:29])([F:27])([F:25])([F:26])[F:28])=[CH:20][CH:19]=2)=[N:13][C:12]=1[CH2:11][CH2:10][OH:9]. The catalyst class is: 7. (2) Reactant: [CH:1]([Mg]Cl)=[CH2:2].CN1C(=O)N(C)CCC1.P(OCC)(OCC)OCC.[Si:24]([O:31][C@H:32]([CH2:39]I)[CH2:33][C:34]([O:36][CH2:37][CH3:38])=[O:35])([C:27]([CH3:30])([CH3:29])[CH3:28])([CH3:26])[CH3:25]. Product: [Si:24]([O:31][C@H:32]([CH2:39][CH:1]=[CH2:2])[CH2:33][C:34]([O:36][CH2:37][CH3:38])=[O:35])([C:27]([CH3:30])([CH3:29])[CH3:28])([CH3:26])[CH3:25]. The catalyst class is: 356. (3) Reactant: C([O-])([O-])=O.[K+].[K+].CS(O[CH:12]1[CH2:16][CH:15]([C:17]2[CH:22]=[CH:21][C:20]([Cl:23])=[CH:19][CH:18]=2)[O:14][CH2:13]1)(=O)=O.[F:24][C:25]([F:34])([F:33])[C:26]1[CH:27]=[C:28]([SH:32])[CH:29]=[CH:30][CH:31]=1. Product: [Cl:23][C:20]1[CH:19]=[CH:18][C:17]([CH:15]2[CH2:16][CH:12]([S:32][C:28]3[CH:29]=[CH:30][CH:31]=[C:26]([C:25]([F:24])([F:33])[F:34])[CH:27]=3)[CH2:13][O:14]2)=[CH:22][CH:21]=1. The catalyst class is: 3. (4) Reactant: [C:1]([O:5][C:6]([NH:8][C:9]1[CH:14]=[CH:13][C:12]([CH2:15][C:16]([OH:18])=O)=[CH:11][CH:10]=1)=[O:7])([CH3:4])([CH3:3])[CH3:2].Cl.CN(C)CCCN=C=NCC.[NH2:31][C:32]1[C:33](=[O:48])[N:34]([CH2:40][C:41]2[CH:46]=[CH:45][CH:44]=[CH:43][C:42]=2[F:47])[C:35](=[O:39])[NH:36][C:37]=1[NH2:38]. Product: [C:1]([O:5][C:6](=[O:7])[NH:8][C:9]1[CH:10]=[CH:11][C:12]([CH2:15][C:16](=[O:18])[NH:31][C:32]2[C:33](=[O:48])[N:34]([CH2:40][C:41]3[CH:46]=[CH:45][CH:44]=[CH:43][C:42]=3[F:47])[C:35](=[O:39])[NH:36][C:37]=2[NH2:38])=[CH:13][CH:14]=1)([CH3:2])([CH3:3])[CH3:4]. The catalyst class is: 546. (5) Reactant: [N+:1]([CH2:4][CH:5]([Si:17]([CH3:27])([CH3:26])[CH2:18][CH2:19][CH2:20][CH2:21][CH2:22][CH2:23][CH2:24][CH3:25])[CH2:6][C:7]([O:9]CC1C=CC=CC=1)=[O:8])([O-])=O. Product: [NH2:1][CH2:4][CH:5]([Si:17]([CH3:26])([CH3:27])[CH2:18][CH2:19][CH2:20][CH2:21][CH2:22][CH2:23][CH2:24][CH3:25])[CH2:6][C:7]([OH:9])=[O:8]. The catalyst class is: 293. (6) Reactant: [N:1]1[CH:2]=[CH:3][N:4]2[C:9]=1[CH:8]=[CH:7][C:6]([NH2:10])=[N:5]2.Cl[C:12]([O:14][CH2:15][C:16]([Cl:19])([Cl:18])[Cl:17])=[O:13].[OH2:20]. Product: [N:1]1[CH:2]=[CH:3][N:4]2[C:9]=1[CH:8]=[CH:7][C:6]([N:10]([C:12]([O:14][CH2:15][C:16]([Cl:19])([Cl:18])[Cl:17])=[O:20])[C:12]([O:14][CH2:15][C:16]([Cl:19])([Cl:18])[Cl:17])=[O:13])=[N:5]2. The catalyst class is: 367. (7) Reactant: [NH2:1][C:2]([O:4][CH:5]1[CH2:10][CH2:9][CH2:8][N:7]([C:11]2[N:12]=[C:13]3[CH:30]=[C:29]([CH2:31][CH2:32][C:33]4[S:34][CH:35]=[C:36]([CH:38]([CH3:40])[CH3:39])[N:37]=4)[C:28]([F:41])=[CH:27][N:14]3[C:15](=[O:26])[C:16]=2/[CH:17]=[CH:18]/[C:19]([O:21]C(C)(C)C)=[O:20])[CH2:6]1)=[O:3]. Product: [NH2:1][C:2]([O:4][CH:5]1[CH2:10][CH2:9][CH2:8][N:7]([C:11]2[N:12]=[C:13]3[CH:30]=[C:29]([CH2:31][CH2:32][C:33]4[S:34][CH:35]=[C:36]([CH:38]([CH3:39])[CH3:40])[N:37]=4)[C:28]([F:41])=[CH:27][N:14]3[C:15](=[O:26])[C:16]=2/[CH:17]=[CH:18]/[C:19]([OH:21])=[O:20])[CH2:6]1)=[O:3]. The catalyst class is: 89. (8) The catalyst class is: 153. Product: [NH2:11][C:7]1[CH:6]=[C:5]2[C:10]([C:2]([CH3:15])([CH3:1])[C:3](=[O:14])[NH:4]2)=[CH:9][CH:8]=1. Reactant: [CH3:1][C:2]1([CH3:15])[C:10]2[C:5](=[CH:6][C:7]([N+:11]([O-])=O)=[CH:8][CH:9]=2)[NH:4][C:3]1=[O:14].